This data is from Full USPTO retrosynthesis dataset with 1.9M reactions from patents (1976-2016). The task is: Predict the reactants needed to synthesize the given product. (1) Given the product [I:16][C:9]1[C:8](=[O:12])[C:7]([C:13]([OH:15])=[O:14])=[CH:6][N:5]([CH2:4][CH2:3][O:2][CH3:1])[C:10]=1[CH3:11], predict the reactants needed to synthesize it. The reactants are: [CH3:1][O:2][CH2:3][CH2:4][N:5]1[C:10]([CH3:11])=[CH:9][C:8](=[O:12])[C:7]([C:13]([OH:15])=[O:14])=[CH:6]1.[I:16]N1C(=O)CCC1=O. (2) Given the product [Cl:1][C:2]1[CH:3]=[CH:4][C:5]([CH2:6][CH2:7][NH:8][C:9]([C:11]2[CH:12]=[CH:13][C:14]([O:15][C:16]3[CH:21]=[CH:20][C:19]([CH2:22][C:23]([O:25][C:26]([CH3:29])([CH3:28])[CH3:27])=[O:24])=[CH:18][C:17]=3[CH2:30][NH2:31])=[CH:32][CH:33]=2)=[O:10])=[CH:34][CH:35]=1, predict the reactants needed to synthesize it. The reactants are: [Cl:1][C:2]1[CH:35]=[CH:34][C:5]([CH2:6][CH2:7][NH:8][C:9]([C:11]2[CH:33]=[CH:32][C:14]([O:15][C:16]3[CH:21]=[CH:20][C:19]([CH2:22][C:23]([O:25][C:26]([CH3:29])([CH3:28])[CH3:27])=[O:24])=[CH:18][C:17]=3[C:30]#[N:31])=[CH:13][CH:12]=2)=[O:10])=[CH:4][CH:3]=1.[H][H]. (3) Given the product [C:8]([C:11]1[CH:23]=[CH:22][C:21]2[C:20]3[C:15](=[CH:16][C:5]([O:4][C:1](=[O:3])[CH3:2])=[CH:6][CH:19]=3)[CH2:14][C:13]=2[CH:12]=1)(=[O:10])[CH3:9], predict the reactants needed to synthesize it. The reactants are: [C:1]([O:4][C:5](=O)[CH3:6])(=[O:3])[CH3:2].[C:8]([C:11]1[CH:23]=[CH:22][C:21]2[C:20]3[C:15](=[CH:16]C(O)=C[CH:19]=3)[CH2:14][C:13]=2[CH:12]=1)(=[O:10])[CH3:9].N1C=CC=CC=1. (4) Given the product [CH3:1][O:2][C:3]1[C:12]2=[CH:11][CH:10]=[CH:9][C:8]3=[C:7]2[C:6]([O:13][C:15]2[CH:16]=[CH:17][CH:18]=[CH:19][C:20]=23)=[CH:5][CH:4]=1, predict the reactants needed to synthesize it. The reactants are: [CH3:1][O:2][C:3]1[C:12]2[C:7](=[CH:8][CH:9]=[CH:10][CH:11]=2)[C:6]([OH:13])=[CH:5][CH:4]=1.Br[C:15]1[CH:20]=[CH:19][CH:18]=[CH:17][C:16]=1Br.C(=O)([O-])[O-].[Cs+].[Cs+].C1(P(C2C=CC=CC=2)C2C=CC=CC=2)C=CC=CC=1. (5) Given the product [F:1][C:2]1[CH:7]=[C:6]([C:8]([F:9])([F:10])[F:11])[C:5]([C:12]2[CH:17]=[CH:16][N:15]=[C:14]([C:18]3[NH:20][O:21][C:22](=[O:23])[N:19]=3)[CH:13]=2)=[CH:4][CH:3]=1, predict the reactants needed to synthesize it. The reactants are: [F:1][C:2]1[CH:7]=[C:6]([C:8]([F:11])([F:10])[F:9])[C:5]([C:12]2[CH:17]=[CH:16][N:15]=[C:14]([C:18](=[N:20][OH:21])[NH2:19])[CH:13]=2)=[CH:4][CH:3]=1.[C:22](N1C=CN=C1)(N1C=CN=C1)=[O:23].N12CCCN=C1CCCCC2.Cl. (6) Given the product [Cl:8][C:5]1[CH:6]=[CH:7][C:2]2[NH:1][C:16](=[O:18])[C:11]3=[CH:12][C:13]([CH3:15])=[CH:14][N:10]3[CH2:9][C:3]=2[CH:4]=1, predict the reactants needed to synthesize it. The reactants are: [NH2:1][C:2]1[CH:7]=[CH:6][C:5]([Cl:8])=[CH:4][C:3]=1[CH2:9][N:10]1[CH:14]=[C:13]([CH3:15])[CH:12]=[C:11]1[C:16]([O:18]CC)=O.CC(C)([O-])C.[K+].